This data is from Full USPTO retrosynthesis dataset with 1.9M reactions from patents (1976-2016). The task is: Predict the reactants needed to synthesize the given product. (1) The reactants are: C(OC(=O)[NH:7][C@H:8]1[CH2:11][C@H:10]([NH:12][C:13]2[S:14][C:15]3[CH:21]=[C:20]([F:22])[CH:19]=[CH:18][C:16]=3[N:17]=2)[CH2:9]1)(C)(C)C.[ClH:24].O1CCOCC1. Given the product [ClH:24].[F:22][C:20]1[CH:19]=[CH:18][C:16]2[N:17]=[C:13]([NH:12][C@H:10]3[CH2:9][C@H:8]([NH2:7])[CH2:11]3)[S:14][C:15]=2[CH:21]=1, predict the reactants needed to synthesize it. (2) Given the product [Cl:9][C:10]1[N:15]=[C:14]([CH2:1][C:2]2[CH:7]=[CH:6][CH:5]=[CH:4][CH:3]=2)[CH:13]=[CH:12][N:11]=1, predict the reactants needed to synthesize it. The reactants are: [CH2:1](Br)[C:2]1[CH:7]=[CH:6][CH:5]=[CH:4][CH:3]=1.[Cl:9][C:10]1[N:15]=[C:14](Cl)[CH:13]=[CH:12][N:11]=1. (3) Given the product [CH2:31]([C:2]1[CH:3]=[CH:4][C:5]([N:8]2[CH2:13][CH2:12][N:11]([S:14]([C:17]3([C:27]([O:29][CH3:30])=[O:28])[CH2:18][CH2:19][N:20]([CH2:23][CH2:24][O:25][CH3:26])[CH2:21][CH2:22]3)(=[O:15])=[O:16])[CH2:10][CH2:9]2)=[CH:6][CH:7]=1)[CH2:32][CH2:33][CH3:34], predict the reactants needed to synthesize it. The reactants are: Br[C:2]1[CH:7]=[CH:6][C:5]([N:8]2[CH2:13][CH2:12][N:11]([S:14]([C:17]3([C:27]([O:29][CH3:30])=[O:28])[CH2:22][CH2:21][N:20]([CH2:23][CH2:24][O:25][CH3:26])[CH2:19][CH2:18]3)(=[O:16])=[O:15])[CH2:10][CH2:9]2)=[CH:4][CH:3]=1.[CH2:31](B([CH2:31][CH2:32][CH2:33][CH3:34])[CH2:31][CH2:32][CH2:33][CH3:34])[CH2:32][CH2:33][CH3:34].P([O-])([O-])([O-])=O.[K+].[K+].[K+].ClCCl. (4) The reactants are: Cl[CH2:2][CH2:3][C:4]([NH:6][C:7]1[CH:20]=[CH:19][C:18]2[C:17](=[O:21])[C:16]3[C:11](=[CH:12][C:13]([NH:22][C:23](=[O:27])[CH2:24][CH2:25]Cl)=[CH:14][CH:15]=3)[C:10](=[O:28])[C:9]=2[CH:8]=1)=[O:5].[NH:29]1[CH2:34][CH2:33][CH2:32][CH2:31][CH2:30]1.[N:35]1[CH:40]=[CH:39][CH:38]=[CH:37][CH:36]=1. Given the product [N:29]1([CH2:2][CH2:3][C:4]([NH:6][C:7]2[CH:20]=[CH:19][C:18]3[C:17](=[O:21])[C:16]4[C:11](=[CH:12][C:13]([NH:22][C:23](=[O:27])[CH2:24][CH2:25][N:35]5[CH2:40][CH2:39][CH2:38][CH2:37][CH2:36]5)=[CH:14][CH:15]=4)[C:10](=[O:28])[C:9]=3[CH:8]=2)=[O:5])[CH2:34][CH2:33][CH2:32][CH2:31][CH2:30]1, predict the reactants needed to synthesize it. (5) Given the product [Br:3][C:4]1[CH:5]=[CH:6][C:7]2[C:12](=[CH:11][C:10]([O:14][CH3:15])=[CH:9][CH:8]=2)[CH:13]=1, predict the reactants needed to synthesize it. The reactants are: CI.[Br:3][C:4]1[CH:13]=[C:12]2[C:7]([CH:8]=[CH:9][C:10]([OH:14])=[CH:11]2)=[CH:6][CH:5]=1.[C:15]([O-])([O-])=O.[K+].[K+]. (6) Given the product [ClH:34].[N:22]12[CH2:23][CH2:24][CH:25]([CH2:26][CH2:27]1)[C@@H:20]([NH:19][C:17]([C:14]1[O:15][C:16]3[C:8]([C:4]4[CH:5]=[CH:6][CH:7]=[C:2]([NH:1][C:32]([CH:28]5[CH2:31][CH2:30][CH2:29]5)=[O:33])[CH:3]=4)=[CH:9][CH:10]=[CH:11][C:12]=3[CH:13]=1)=[O:18])[CH2:21]2, predict the reactants needed to synthesize it. The reactants are: [NH2:1][C:2]1[CH:3]=[C:4]([C:8]2[C:16]3[O:15][C:14]([C:17]([NH:19][C@@H:20]4[CH:25]5[CH2:26][CH2:27][N:22]([CH2:23][CH2:24]5)[CH2:21]4)=[O:18])=[CH:13][C:12]=3[CH:11]=[CH:10][CH:9]=2)[CH:5]=[CH:6][CH:7]=1.[CH:28]1([C:32]([Cl:34])=[O:33])[CH2:31][CH2:30][CH2:29]1.C(N(CC)CC)C.O. (7) Given the product [I:13][C:7]1[C:8]([CH3:12])=[CH:9][CH:10]=[C:11]2[C:6]=1[N:5]=[C:4]([CH3:14])[N:3]=[C:2]2[NH:24][C:20]1[CH:21]=[CH:22][CH:23]=[C:18]([O:17][C:16]([F:15])([F:25])[F:26])[CH:19]=1, predict the reactants needed to synthesize it. The reactants are: Cl[C:2]1[C:11]2[C:6](=[C:7]([I:13])[C:8]([CH3:12])=[CH:9][CH:10]=2)[N:5]=[C:4]([CH3:14])[N:3]=1.[F:15][C:16]([F:26])([F:25])[O:17][C:18]1[CH:19]=[C:20]([NH2:24])[CH:21]=[CH:22][CH:23]=1. (8) Given the product [C:28]1([C:33]2[CH:34]=[CH:35][CH:36]=[CH:37][CH:38]=2)[C:27]([O:26][CH2:19][CH2:20][N:14]2[CH2:13][CH2:12][C:11]3([N:7]([C:1]4[CH:2]=[CH:3][CH:4]=[CH:5][CH:6]=4)[CH2:8][NH:9][C:10]3=[O:17])[CH2:16][CH2:15]2)=[CH:32][CH:31]=[CH:30][CH:29]=1, predict the reactants needed to synthesize it. The reactants are: [C:1]1([N:7]2[C:11]3([CH2:16][CH2:15][NH:14][CH2:13][CH2:12]3)[C:10](=[O:17])[NH:9][CH2:8]2)[CH:6]=[CH:5][CH:4]=[CH:3][CH:2]=1.Cl[CH2:19][CH:20]=O.C([BH3-])#N.[Na+].[OH:26][C:27]1[CH:32]=[CH:31][CH:30]=[CH:29][C:28]=1[C:33]1[CH:38]=[CH:37][CH:36]=[CH:35][CH:34]=1.C(=O)([O-])[O-].[K+].[K+]. (9) Given the product [Cl:16][C:13]1[CH:14]=[CH:15][C:10]2[O:9][C:8]3[CH:17]=[CH:18][CH:19]=[CH:20][C:7]=3[CH:6]([CH2:36][N+:33]([O-:35])=[O:34])[CH:5]([C:3]([O:2][CH3:1])=[O:4])[C:11]=2[CH:12]=1, predict the reactants needed to synthesize it. The reactants are: [CH3:1][O:2][C:3]([C:5]1[C:11]2[CH:12]=[C:13]([Cl:16])[CH:14]=[CH:15][C:10]=2[O:9][C:8]2[CH:17]=[CH:18][CH:19]=[CH:20][C:7]=2[CH:6]=1)=[O:4].C(N=C(N(C)C)N(C)C)(C)(C)C.[N+:33]([CH3:36])([O-:35])=[O:34]. (10) Given the product [Cl:19][C:16]1[CH:15]=[C:3]2[C:2](=[CH:18][CH:17]=1)[N:1]=[C:20]([NH:22][C:23]([NH2:25])=[NH:24])[N:21]=[C:4]2[C:6]1[CH:11]=[CH:10][CH:9]=[CH:8][C:7]=1[N+:12]([O-:14])=[O:13], predict the reactants needed to synthesize it. The reactants are: [NH2:1][C:2]1[CH:18]=[CH:17][C:16]([Cl:19])=[CH:15][C:3]=1[C:4]([C:6]1[CH:11]=[CH:10][CH:9]=[CH:8][C:7]=1[N+:12]([O-:14])=[O:13])=O.[C:20]([NH:22][C:23]([NH2:25])=[NH:24])#[N:21].O.C1(C)C=CC(S(O)(=O)=O)=CC=1.